This data is from Reaction yield outcomes from USPTO patents with 853,638 reactions. The task is: Predict the reaction yield, written as a fraction of the theoretical maximum amount of product (1.0 means a 100% yield; for example, 0.34 means a 34% yield). (1) The reactants are [NH2:1][C:2]1[CH:7]=[CH:6][CH:5]=[CH:4][C:3]=1[S:8]([NH2:11])(=[O:10])=[O:9].[Cl:12][C:13]1[CH:18]=[CH:17][CH:16]=[CH:15][C:14]=1[CH:19]=[CH:20][S:21](Cl)(=[O:23])=[O:22]. The catalyst is N1C=CC=CC=1. The product is [Cl:12][C:13]1[CH:18]=[CH:17][CH:16]=[CH:15][C:14]=1[CH:19]=[CH:20][S:21]([NH:1][C:2]1[CH:7]=[CH:6][CH:5]=[CH:4][C:3]=1[S:8]([NH2:11])(=[O:9])=[O:10])(=[O:23])=[O:22]. The yield is 0.360. (2) The reactants are [Cl:1][C:2]1[N:3]=[C:4]([N:13]2[CH2:18][CH2:17][O:16][CH2:15][CH2:14]2)[C:5]2[S:10][C:9]([CH:11]=O)=[CH:8][C:6]=2[N:7]=1.[C:19]([NH:26][CH:27]1[CH2:32][CH2:31][NH:30][CH2:29][CH2:28]1)([O:21][C:22]([CH3:25])([CH3:24])[CH3:23])=[O:20]. No catalyst specified. The product is [C:22]([O:21][C:19](=[O:20])[NH:26][CH:27]1[CH2:32][CH2:31][N:30]([CH2:11][C:9]2[S:10][C:5]3[C:4]([N:13]4[CH2:18][CH2:17][O:16][CH2:15][CH2:14]4)=[N:3][C:2]([Cl:1])=[N:7][C:6]=3[CH:8]=2)[CH2:29][CH2:28]1)([CH3:25])([CH3:23])[CH3:24]. The yield is 0.710. (3) The reactants are C(N(CC)CC)C.[C:8]1([C@H:14]([NH:32][C:33]([O:35][C@@H:36]2[CH:41]3[CH2:42][CH2:43][N:38]([CH2:39][CH2:40]3)[CH2:37]2)=[O:34])[C:15]2[CH:16]=[C:17]([CH:29]=[CH:30][CH:31]=2)[O:18][CH2:19][C:20]2[CH:28]=[CH:27][C:23]([C:24]([OH:26])=O)=[CH:22][CH:21]=2)[CH:13]=[CH:12][CH:11]=[CH:10][CH:9]=1.OC1C=CC=C[N+]=1[O-].C(Cl)CCl.[CH2:56]([NH:63][CH2:64][CH2:65][CH:66]1[O:70][CH2:69][CH2:68][O:67]1)[C:57]1[CH:62]=[CH:61][CH:60]=[CH:59][CH:58]=1. The catalyst is CN(C=O)C.C(OCC)(=O)C. The product is [N:38]12[CH2:43][CH2:42][CH:41]([CH2:40][CH2:39]1)[C@@H:36]([O:35][C:33](=[O:34])[NH:32][C@H:14]([C:15]1[CH:31]=[CH:30][CH:29]=[C:17]([O:18][CH2:19][C:20]3[CH:28]=[CH:27][C:23]([C:24](=[O:26])[N:63]([CH2:64][CH2:65][CH:66]4[O:67][CH2:68][CH2:69][O:70]4)[CH2:56][C:57]4[CH:58]=[CH:59][CH:60]=[CH:61][CH:62]=4)=[CH:22][CH:21]=3)[CH:16]=1)[C:8]1[CH:9]=[CH:10][CH:11]=[CH:12][CH:13]=1)[CH2:37]2. The yield is 0.870. (4) The catalyst is O1CCOCC1. The product is [F:1][C:2]1[CH:11]=[C:10]([C:12]2[C:13]([CH3:49])([CH3:48])[C@H:14]3[C@:27]([CH3:30])([CH2:28][CH:29]=2)[C@@H:26]2[C@:17]([CH3:47])([C@@:18]4([CH3:46])[C@H:23]([CH2:24][CH2:25]2)[C@H:22]2[C@H:31]([C:34]([CH3:36])=[CH2:35])[CH2:32][CH2:33][C@:21]2([NH:37][CH2:38][CH2:39][N:40]2[CH2:45][CH2:44][O:43][CH2:42][CH2:41]2)[CH2:20][CH2:19]4)[CH2:16][CH2:15]3)[CH:9]=[CH:8][C:3]=1[C:4]([OH:6])=[O:5]. The yield is 0.388. The reactants are [F:1][C:2]1[CH:11]=[C:10]([C:12]2[C:13]([CH3:49])([CH3:48])[C@H:14]3[C@:27]([CH3:30])([CH2:28][CH:29]=2)[C@@H:26]2[C@:17]([CH3:47])([C@@:18]4([CH3:46])[C@H:23]([CH2:24][CH2:25]2)[C@H:22]2[C@H:31]([C:34]([CH3:36])=[CH2:35])[CH2:32][CH2:33][C@:21]2([NH:37][CH2:38][CH2:39][N:40]2[CH2:45][CH2:44][O:43][CH2:42][CH2:41]2)[CH2:20][CH2:19]4)[CH2:16][CH2:15]3)[CH:9]=[CH:8][C:3]=1[C:4]([O:6]C)=[O:5].[OH-].[Na+].Cl. (5) The reactants are [NH:1]1[C:5]2[CH:6]=[CH:7][C:8]([C:10]([N:12]3[C@@H:21]4[C@@H:16]([C:17]5[C:25]([C:26]([NH2:28])=O)=[CH:24][CH:23]=[CH:22][C:18]=5[CH2:19][CH2:20]4)[CH2:15][CH2:14][CH2:13]3)=[O:11])=[CH:9][C:4]=2[N:3]=[CH:2]1. The catalyst is C(Cl)Cl.CO. The product is [NH:1]1[C:5]2[CH:6]=[CH:7][C:8]([C:10]([N:12]3[C@@H:21]4[C@@H:16]([C:17]5[C:25]([C:26]#[N:28])=[CH:24][CH:23]=[CH:22][C:18]=5[CH2:19][CH2:20]4)[CH2:15][CH2:14][CH2:13]3)=[O:11])=[CH:9][C:4]=2[N:3]=[CH:2]1. The yield is 0.660. (6) The product is [Cl:13][C:14]1[C:15]([OH:54])=[C:16]([S:21]([N:24]([CH2:25][C:26]2[CH:27]=[C:28]([O:38][C:39]3[CH:44]=[CH:43][C:42]([F:45])=[CH:41][CH:40]=3)[CH:29]=[C:30]([CH2:32][N:33]([CH2:34][CH:35]([CH3:37])[CH3:36])[S:9]([C:4]3[CH:3]=[C:2]([Cl:1])[CH:7]=[C:6]([Cl:8])[CH:5]=3)(=[O:11])=[O:10])[CH:31]=2)[CH2:46][C:47]2[CH:48]=[CH:49][C:50]([F:53])=[CH:51][CH:52]=2)(=[O:23])=[O:22])[CH:17]=[C:18]([Cl:20])[CH:19]=1. The reactants are [Cl:1][C:2]1[CH:3]=[C:4]([S:9](Cl)(=[O:11])=[O:10])[CH:5]=[C:6]([Cl:8])[CH:7]=1.[Cl:13][C:14]1[C:15]([OH:54])=[C:16]([S:21]([N:24]([CH2:46][C:47]2[CH:52]=[CH:51][C:50]([F:53])=[CH:49][CH:48]=2)[CH2:25][C:26]2[CH:31]=[C:30]([CH2:32][NH:33][CH2:34][CH:35]([CH3:37])[CH3:36])[CH:29]=[C:28]([O:38][C:39]3[CH:44]=[CH:43][C:42]([F:45])=[CH:41][CH:40]=3)[CH:27]=2)(=[O:23])=[O:22])[CH:17]=[C:18]([Cl:20])[CH:19]=1.CCN(CC)CC. The yield is 0.380. The catalyst is C(Cl)Cl.C([O-])(O)=O.[Na+]. (7) The reactants are C1C2C(COC(=O)[NH:17][C@H:18]([C:31](=[O:47])[NH:32][CH2:33][CH2:34][N:35]([C:37]([O:39][CH2:40][C:41]3[CH:46]=[CH:45][CH:44]=[CH:43][CH:42]=3)=[O:38])[CH3:36])[CH2:19][CH2:20][CH2:21][CH2:22][NH:23][C:24]([O:26][C:27]([CH3:30])([CH3:29])[CH3:28])=[O:25])C3C(=CC=CC=3)C=2C=CC=1.N1CCCCC1. No catalyst specified. The product is [C:27]([O:26][C:24](=[O:25])[NH:23][CH2:22][CH2:21][CH2:20][CH2:19][C@H:18]([NH2:17])[C:31](=[O:47])[NH:32][CH2:33][CH2:34][N:35]([C:37]([O:39][CH2:40][C:41]1[CH:46]=[CH:45][CH:44]=[CH:43][CH:42]=1)=[O:38])[CH3:36])([CH3:30])([CH3:28])[CH3:29]. The yield is 0.940. (8) The catalyst is CN(C=O)C. The yield is 0.300. The reactants are Cl.[Cl:2][C:3]1[CH:4]=[C:5]2[C:9](=[CH:10][CH:11]=1)[NH:8][CH:7]=[C:6]2[CH2:12][CH2:13][NH2:14].[N:15]1([C:20]2[CH:21]=[C:22]([N:26]3[CH2:30][CH2:29][CH:28]([C:31](O)=[O:32])[C:27]3=[O:34])[CH:23]=[CH:24][CH:25]=2)[CH:19]=[CH:18][CH:17]=[CH:16]1.N1(C2C=C(N3CCC(C(O)=O)C3=O)C=CC=2)C=CC=C1.C1CN([P+](ON2N=NC3C=CC=CC2=3)(N2CCCC2)N2CCCC2)CC1.F[P-](F)(F)(F)(F)F.C(N(CC)C(C)C)(C)C. The product is [N:15]1([C:20]2[CH:21]=[C:22]([N:26]3[CH2:30][CH2:29][CH:28]([C:31]([NH:14][CH2:13][CH2:12][C:6]4[C:5]5[C:9](=[CH:10][CH:11]=[C:3]([Cl:2])[CH:4]=5)[NH:8][CH:7]=4)=[O:32])[C:27]3=[O:34])[CH:23]=[CH:24][CH:25]=2)[CH:19]=[CH:18][CH:17]=[CH:16]1.